From a dataset of Catalyst prediction with 721,799 reactions and 888 catalyst types from USPTO. Predict which catalyst facilitates the given reaction. (1) Reactant: COC(=O)[CH:4]([C:9]1[C:14]([N+:15]([O-:17])=[O:16])=[CH:13][CH:12]=[CH:11][N:10]=1)C(OC)=O. Product: [CH3:4][C:9]1[C:14]([N+:15]([O-:17])=[O:16])=[CH:13][CH:12]=[CH:11][N:10]=1. The catalyst class is: 33. (2) Product: [OH:1][NH:19][C:18](=[NH:4])[CH2:17][C:12]1([C:6]2[CH:7]=[CH:8][CH:9]=[CH:10][CH:11]=2)[O:16][CH2:15][CH2:14][O:13]1. Reactant: [OH-:1].[Na+].Cl.[NH2:4]O.[C:6]1([C:12]2([CH2:17][C:18]#[N:19])[O:16][CH2:15][CH2:14][O:13]2)[CH:11]=[CH:10][CH:9]=[CH:8][CH:7]=1. The catalyst class is: 5. (3) Reactant: [NH2:1][CH2:2][CH:3]1[CH:9]([C:10]2[CH:15]=[CH:14][C:13]([Cl:16])=[C:12]([Cl:17])[CH:11]=2)[O:8][CH2:7][CH2:6][N:5]([C:18]([O:20][C:21]([CH3:24])([CH3:23])[CH3:22])=[O:19])[CH2:4]1.C(OC([N-:32][S:33](N1C=CC(=[N+](C)C)C=C1)(=[O:35])=[O:34])=O)(C)(C)C. Product: [Cl:17][C:12]1[CH:11]=[C:10]([CH:9]2[O:8][CH2:7][CH2:6][N:5]([C:18]([O:20][C:21]([CH3:24])([CH3:23])[CH3:22])=[O:19])[CH2:4][CH:3]2[CH2:2][NH:1][S:33](=[O:35])(=[O:34])[NH2:32])[CH:15]=[CH:14][C:13]=1[Cl:16]. The catalyst class is: 10. (4) Reactant: C(OC([O:6][CH2:7][C:8]1[CH:13]=[C:12]([CH2:14][O:15][CH:16](OCC)[CH3:17])[CH:11]=[CH:10][C:9]=1Br)C)C.C(OCCOCC1C=CC=C(COCCOCC)C=1Br)C.C([Li])CCC.[F:48][C:49]1[CH:56]=[CH:55]C(C=O)=[CH:51][CH:50]=1.[Cl-].[NH4+]. Product: [F:48][C:49]1[CH:56]=[CH:55][C:17]([CH:16]2[C:11]3[C:12](=[CH:13][C:8]([CH2:7][OH:6])=[CH:9][CH:10]=3)[CH2:14][O:15]2)=[CH:51][CH:50]=1. The catalyst class is: 188. (5) Reactant: C(NC(C)C)(C)C.[Li]CCCC.[CH3:13][N:14]([CH3:27])[C:15]1[CH:16]=[CH:17][C:18]([CH3:26])=[C:19]([CH:25]=1)[C:20]([N:22]([CH3:24])C)=[O:21].[CH3:28][O:29][C:30]1[CH:31]=[C:32]([CH:35]=[CH:36][CH:37]=1)C#N. Product: [CH3:27][N:14]([CH3:13])[C:15]1[CH:25]=[C:19]2[C:18]([CH:26]=[C:24]([C:36]3[CH:35]=[CH:32][CH:31]=[C:30]([O:29][CH3:28])[CH:37]=3)[NH:22][C:20]2=[O:21])=[CH:17][CH:16]=1. The catalyst class is: 1.